From a dataset of Forward reaction prediction with 1.9M reactions from USPTO patents (1976-2016). Predict the product of the given reaction. Given the reactants C(NC1C=CC(C2C=C3C(CN([C@@H](C(C)C)C(O)=O)C3=O)=CC=2)=CC=1)(=O)C1C=CC=CC=1.[O:33]=[C:34]1[C:42]2[C:37](=[CH:38][CH:39]=[C:40]([C:43]3[CH:48]=[CH:47][C:46]([NH:49][C:50](=[O:61])[C:51]4[CH:56]=[CH:55][C:54]([C:57]([F:60])([F:59])[F:58])=[CH:53][CH:52]=4)=[CH:45][CH:44]=3)[CH:41]=2)[CH2:36][N:35]1[C:62]1([C:66]([O:68]C)=[O:67])[CH2:65][CH2:64][CH2:63]1, predict the reaction product. The product is: [O:33]=[C:34]1[C:42]2[C:37](=[CH:38][CH:39]=[C:40]([C:43]3[CH:44]=[CH:45][C:46]([NH:49][C:50](=[O:61])[C:51]4[CH:56]=[CH:55][C:54]([C:57]([F:59])([F:58])[F:60])=[CH:53][CH:52]=4)=[CH:47][CH:48]=3)[CH:41]=2)[CH2:36][N:35]1[C:62]1([C:66]([OH:68])=[O:67])[CH2:65][CH2:64][CH2:63]1.